This data is from NCI-60 drug combinations with 297,098 pairs across 59 cell lines. The task is: Regression. Given two drug SMILES strings and cell line genomic features, predict the synergy score measuring deviation from expected non-interaction effect. Drug 1: C1=CC(=CC=C1CC(C(=O)O)N)N(CCCl)CCCl.Cl. Drug 2: CC1=C(N=C(N=C1N)C(CC(=O)N)NCC(C(=O)N)N)C(=O)NC(C(C2=CN=CN2)OC3C(C(C(C(O3)CO)O)O)OC4C(C(C(C(O4)CO)O)OC(=O)N)O)C(=O)NC(C)C(C(C)C(=O)NC(C(C)O)C(=O)NCCC5=NC(=CS5)C6=NC(=CS6)C(=O)NCCC[S+](C)C)O. Cell line: MALME-3M. Synergy scores: CSS=20.2, Synergy_ZIP=-2.87, Synergy_Bliss=2.78, Synergy_Loewe=-0.578, Synergy_HSA=1.13.